This data is from Forward reaction prediction with 1.9M reactions from USPTO patents (1976-2016). The task is: Predict the product of the given reaction. (1) Given the reactants [NH2:1][C:2]1[NH:3][C:4]2[CH:10]=[CH:9][CH:8]=[CH:7][C:5]=2[N:6]=1.[F:11][C:12]1[CH:13]=[C:14]([CH:17]=[C:18]([F:20])[CH:19]=1)[CH2:15]Br, predict the reaction product. The product is: [F:11][C:12]1[CH:13]=[C:14]([CH:17]=[C:18]([F:20])[CH:19]=1)[CH2:15][N:3]1[C:4]2[CH:10]=[CH:9][CH:8]=[CH:7][C:5]=2[N:6]([CH2:15][C:14]2[CH:13]=[C:12]([F:11])[CH:19]=[C:18]([F:20])[CH:17]=2)[C:2]1=[NH:1]. (2) The product is: [C:14]1([C:18]2[CH:19]=[CH:20][CH:21]=[CH:22][CH:23]=2)[CH:15]=[CH:16][CH:17]=[C:12]([C@H:9]2[CH2:10][CH2:11][NH:6][CH2:7][C@@H:8]2[O:24][CH2:25][C:26]2[CH:31]=[CH:30][C:29]([CH3:32])=[CH:28][C:27]=2[O:33][CH2:34][CH2:35][CH2:36][O:37][CH3:38])[CH:13]=1. Given the reactants C(OC([N:6]1[CH2:11][CH2:10][C@H:9]([C:12]2[CH:13]=[C:14]([C:18]3[CH:23]=[CH:22][CH:21]=[CH:20][CH:19]=3)[CH:15]=[CH:16][CH:17]=2)[C@@H:8]([O:24][CH2:25][C:26]2[CH:31]=[CH:30][C:29]([CH3:32])=[CH:28][C:27]=2[O:33][CH2:34][CH2:35][CH2:36][O:37][CH3:38])[CH2:7]1)=O)C.[OH-].[Na+], predict the reaction product. (3) Given the reactants [ClH:1].[CH3:2][N:3]([CH3:8])[CH2:4][C:5]([OH:7])=[O:6].[CH2:9](O)[CH2:10][CH2:11][CH2:12][CH2:13][CH2:14][CH2:15][CH2:16][CH2:17][CH2:18][CH2:19][CH2:20][CH2:21][CH2:22][CH2:23][CH3:24], predict the reaction product. The product is: [ClH:1].[CH2:24]([O:6][C:5](=[O:7])[CH2:4][N:3]([CH3:8])[CH3:2])[CH2:23][CH2:22][CH2:21][CH2:20][CH2:19][CH2:18][CH2:17][CH2:16][CH2:15][CH2:14][CH2:13][CH2:12][CH2:11][CH2:10][CH3:9]. (4) Given the reactants [Br:1][C:2]1[N:7]=[CH:6][C:5]([OH:8])=[CH:4][CH:3]=1.C(=O)([O-])[O-].[K+].[K+].[CH3:15][O:16][C:17](=[O:20])[CH2:18]Cl, predict the reaction product. The product is: [Br:1][C:2]1[N:7]=[CH:6][C:5]([O:8][CH2:18][C:17]([O:16][CH3:15])=[O:20])=[CH:4][CH:3]=1. (5) Given the reactants [Cl:1][C:2]1[N:10]=[C:9]2[C:5]([N:6]=[CH:7][NH:8]2)=[C:4]([N:11]2[CH2:15][CH2:14][C:13]([F:17])([F:16])[CH2:12]2)[N:3]=1.[H-].[Na+].[CH2:20](Br)[C:21]1[CH:26]=[CH:25][CH:24]=[CH:23][CH:22]=1, predict the reaction product. The product is: [CH2:20]([N:8]1[CH:7]=[N:6][C:5]2[C:9]1=[N:10][C:2]([Cl:1])=[N:3][C:4]=2[N:11]1[CH2:15][CH2:14][C:13]([F:17])([F:16])[CH2:12]1)[C:21]1[CH:26]=[CH:25][CH:24]=[CH:23][CH:22]=1. (6) Given the reactants C([O:8][C:9]1[CH:14]=[CH:13][N:12]([CH2:15][CH:16]2[CH2:18][CH2:17]2)[C:11](=[O:19])[CH:10]=1)C1C=CC=CC=1, predict the reaction product. The product is: [CH:16]1([CH2:15][N:12]2[CH:13]=[CH:14][C:9]([OH:8])=[CH:10][C:11]2=[O:19])[CH2:17][CH2:18]1. (7) Given the reactants [CH2:1]([O:3][C:4]([NH:6][C:7](=O)[CH:8]=[CH:9][S:10][C:11]1[CH:16]=[CH:15][CH:14]=[CH:13][CH:12]=1)=[O:5])[CH3:2].C(Br)(Br)(Br)Br.C1(P(C2C=CC=CC=2)C2C=CC=CC=2)C=CC=CC=1.[Na].[C:43]1([SH:49])[CH:48]=[CH:47][CH:46]=[CH:45][CH:44]=1, predict the reaction product. The product is: [CH2:1]([O:3][C:4]([N:6]=[C:7]([S:49][C:43]1[CH:48]=[CH:47][CH:46]=[CH:45][CH:44]=1)[CH:8]=[CH:9][S:10][C:11]1[CH:16]=[CH:15][CH:14]=[CH:13][CH:12]=1)=[O:5])[CH3:2].